Dataset: Catalyst prediction with 721,799 reactions and 888 catalyst types from USPTO. Task: Predict which catalyst facilitates the given reaction. (1) Reactant: [CH3:1][O:2][C:3]1[CH:4]=[C:5]2[C:10](=[CH:11][C:12]=1[O:13][CH3:14])[N:9]=[CH:8][N:7]=[C:6]2[O:15][C:16]1[C:22]([CH3:23])=[CH:21][C:19]([NH2:20])=[C:18]([CH3:24])[CH:17]=1.Cl[C:26](Cl)([O:28][C:29](=[O:35])OC(Cl)(Cl)Cl)Cl.[CH:37]1(O)[CH2:42][CH2:41]C[CH2:39][CH2:38]1.C(=O)(O)[O-].[Na+]. Product: [CH3:1][O:2][C:3]1[CH:4]=[C:5]2[C:10](=[CH:11][C:12]=1[O:13][CH3:14])[N:9]=[CH:8][N:7]=[C:6]2[O:15][C:16]1[C:22]([CH3:23])=[CH:21][C:19]([NH:20][C:29](=[O:35])[O:28][CH:26]2[CH2:41][CH2:42][CH2:37][CH2:38][CH2:39]2)=[C:18]([CH3:24])[CH:17]=1. The catalyst class is: 208. (2) Reactant: I.[NH:2]1[CH2:7][CH2:6][CH2:5][N:4]=[C:3]1[NH:8][NH2:9].Cl.[C:11](Cl)(=O)[C:12]1[CH:17]=[CH:16][N:15]=[CH:14][CH:13]=1. Product: [N:15]1[CH:16]=[CH:17][C:12]([C:11]2[N:4]3[CH2:5][CH2:6][CH2:7][NH:2][C:3]3=[N:8][N:9]=2)=[CH:13][CH:14]=1. The catalyst class is: 17. (3) The catalyst class is: 1. Reactant: [IH:1].[CH3:2][N:3]([CH2:10][CH2:11][O:12][C:13]1[CH:26]=[CH:25][C:16]([CH2:17][CH:18]2[S:22][C:21](=[O:23])[NH:20][C:19]2=[O:24])=[CH:15][CH:14]=1)[C:4]1[CH:9]=[CH:8][CH:7]=[CH:6][N:5]=1. Product: [IH:1].[CH3:2][N:3]([CH2:10][CH2:11][O:12][C:13]1[CH:26]=[CH:25][C:16]([CH2:17][CH:18]2[S:22][C:21](=[O:23])[NH:20][C:19]2=[O:24])=[CH:15][CH:14]=1)[C:4]1[CH:9]=[CH:8][CH:7]=[CH:6][N:5]=1.